Dataset: Forward reaction prediction with 1.9M reactions from USPTO patents (1976-2016). Task: Predict the product of the given reaction. (1) Given the reactants NOS(O)(=O)=O.[NH:7]1[C:15]2[C:10](=[CH:11][CH:12]=[CH:13][CH:14]=2)[CH:9]=[CH:8]1.CC(C)([O-])C.[K+].[NH2:22]OS(O)(=O)=O.N1C2C(=CC=CC=2)C=C1.CN1CCCC1=O.CC(C)([O-])C.[K+].CN1CCCC1=O, predict the reaction product. The product is: [N:7]1([NH2:22])[C:15]2[C:10](=[CH:11][CH:12]=[CH:13][CH:14]=2)[CH:9]=[CH:8]1. (2) Given the reactants [Si:1]([O:8][CH2:9][C@H:10]1[O:14][C@@H:13]([N:15]2[CH:22]=[CH:21][C:19]([NH2:20])=[N:18][C:16]2=[O:17])[C@H:12]([OH:23])[C@:11]1([C:25]#[CH:26])[OH:24])([C:4]([CH3:7])([CH3:6])[CH3:5])([CH3:3])[CH3:2].[C:27](O[C:27](=[O:34])[CH2:28][CH2:29][CH2:30][CH2:31][CH2:32][CH3:33])(=[O:34])[CH2:28][CH2:29][CH2:30][CH2:31][CH2:32][CH3:33].O1CCOCC1, predict the reaction product. The product is: [Si:1]([O:8][CH2:9][C@H:10]1[O:14][C@@H:13]([N:15]2[CH:22]=[CH:21][C:19]([NH:20][C:27](=[O:34])[CH2:28][CH2:29][CH2:30][CH2:31][CH2:32][CH3:33])=[N:18][C:16]2=[O:17])[C@H:12]([OH:23])[C@:11]1([C:25]#[CH:26])[OH:24])([C:4]([CH3:7])([CH3:6])[CH3:5])([CH3:2])[CH3:3].